Predict the reaction yield, written as a fraction of the theoretical maximum amount of product (1.0 means a 100% yield; for example, 0.34 means a 34% yield). From a dataset of Reaction yield outcomes from USPTO patents with 853,638 reactions. (1) The reactants are [F:1][C:2]1[CH:3]=[C:4](I)[C:5]([C:8]([O:10][CH3:11])=[O:9])=[N:6][CH:7]=1.[O:13]1[CH2:16][CH2:15][CH:14]1[CH2:17][NH2:18].CC1(C)C2C(=C(P(C3C=CC=CC=3)C3C=CC=CC=3)C=CC=2)OC2C(P(C3C=CC=CC=3)C3C=CC=CC=3)=CC=CC1=2.C([O-])([O-])=O.[Cs+].[Cs+]. The catalyst is CS(C)=O.C(OCC)(=O)C. The product is [F:1][C:2]1[CH:3]=[C:4]([NH:18][CH2:17][CH:14]2[CH2:15][CH2:16][O:13]2)[C:5]([C:8]([O:10][CH3:11])=[O:9])=[N:6][CH:7]=1. The yield is 0.180. (2) The reactants are [Cl-].[Al+3].[Cl-].[Cl-].[F:5][C:6]1[CH:7]=[C:8]([OH:12])[CH:9]=[CH:10][CH:11]=1.[C:13](Cl)(=[O:15])[CH3:14]. The catalyst is ClCCCl. The product is [F:5][C:6]1[CH:7]=[C:8]([OH:12])[CH:9]=[CH:10][C:11]=1[C:13](=[O:15])[CH3:14]. The yield is 0.0800.